The task is: Predict the reactants needed to synthesize the given product.. This data is from Full USPTO retrosynthesis dataset with 1.9M reactions from patents (1976-2016). (1) Given the product [Cl:37][C:23]1[S:22][C:21]([C:18]2[CH:19]=[CH:20][C:15]([C:12]3[CH:11]=[CH:10][C:9]([C:6]4([C:4]([OH:5])=[O:3])[CH2:8][CH2:7]4)=[CH:14][CH:13]=3)=[N:16][CH:17]=2)=[C:25]([NH:26][C:27]([O:29][CH:30]([C:32]2[CH:36]=[CH:35][S:34][CH:33]=2)[CH3:31])=[O:28])[CH:24]=1, predict the reactants needed to synthesize it. The reactants are: C([O:3][C:4]([C:6]1([C:9]2[CH:14]=[CH:13][C:12]([C:15]3[CH:20]=[CH:19][C:18]([C:21]4[S:22][C:23]([Cl:37])=[CH:24][C:25]=4[NH:26][C:27]([O:29][CH:30]([C:32]4[CH:36]=[CH:35][S:34][CH:33]=4)[CH3:31])=[O:28])=[CH:17][N:16]=3)=[CH:11][CH:10]=2)[CH2:8][CH2:7]1)=[O:5])C.O1CCCC1.[OH-].[Na+].Cl. (2) Given the product [CH3:4][C:2]([S@@:5]([NH:7][C@@H:8]([CH:9]1[CH2:10][CH2:11][O:12][CH2:13][CH2:14]1)[CH3:15])=[O:6])([CH3:1])[CH3:3], predict the reactants needed to synthesize it. The reactants are: [CH3:1][C:2]([S@@:5](/[N:7]=[CH:8]/[CH:9]1[CH2:14][CH2:13][O:12][CH2:11][CH2:10]1)=[O:6])([CH3:4])[CH3:3].[CH3:15][Mg]Br. (3) Given the product [C:1]([O:9][CH2:10][CH2:11][C:12]1[CH:17]=[CH:18][CH:13]=[CH:14][CH:15]=1)(=[O:8])[C:2]1[CH:7]=[CH:6][CH:5]=[CH:4][CH:3]=1, predict the reactants needed to synthesize it. The reactants are: [C:1]([O:9][CH2:10][CH2:11][CH3:12])(=[O:8])[C:2]1[CH:7]=[CH:6][CH:5]=[CH:4][CH:3]=1.[C:13]1(CCO)[CH:18]=[CH:17]C=[CH:15][CH:14]=1.C([O-])(=O)C([O-])=O.[Sn+4].C([O-])(=O)C([O-])=O.C([Sn](=O)CCCC)CCC. (4) Given the product [CH3:1][N:2]1[C:10]([CH2:11][NH:37][CH2:36][CH2:35][C:30]2[CH:31]=[CH:32][CH:33]=[CH:34][N:29]=2)=[N:9][C:8]2[C:3]1=[N:4][C:5]([N:19]1[C:23]3[CH:24]=[CH:25][CH:26]=[CH:27][C:22]=3[N:21]=[C:20]1[CH3:28])=[N:6][C:7]=2[N:13]1[CH2:14][CH2:15][O:16][CH2:17][CH2:18]1, predict the reactants needed to synthesize it. The reactants are: [CH3:1][N:2]1[C:10]([CH:11]=O)=[N:9][C:8]2[C:3]1=[N:4][C:5]([N:19]1[C:23]3[CH:24]=[CH:25][CH:26]=[CH:27][C:22]=3[N:21]=[C:20]1[CH3:28])=[N:6][C:7]=2[N:13]1[CH2:18][CH2:17][O:16][CH2:15][CH2:14]1.[N:29]1[CH:34]=[CH:33][CH:32]=[CH:31][C:30]=1[CH2:35][CH2:36][NH2:37]. (5) Given the product [C:38]([N:1]1[CH2:4][CH:3]([O:5][C:6]2[CH:11]=[CH:10][C:9]([N:12]3[CH:17]=[CH:16][C:15]4[N:18]=[C:19]([C:21]5[CH:22]=[CH:23][C:24]([Cl:27])=[CH:25][CH:26]=5)[S:20][C:14]=4[C:13]3=[O:28])=[CH:8][C:7]=2[O:29][CH3:30])[CH2:2]1)(=[O:40])[CH3:39], predict the reactants needed to synthesize it. The reactants are: [NH:1]1[CH2:4][CH:3]([O:5][C:6]2[CH:11]=[CH:10][C:9]([N:12]3[CH:17]=[CH:16][C:15]4[N:18]=[C:19]([C:21]5[CH:26]=[CH:25][C:24]([Cl:27])=[CH:23][CH:22]=5)[S:20][C:14]=4[C:13]3=[O:28])=[CH:8][C:7]=2[O:29][CH3:30])[CH2:2]1.C(N(CC)CC)C.[C:38](Cl)(=[O:40])[CH3:39].Cl. (6) The reactants are: [F:1][C:2]1[C:3]([N+:26]([O-])=O)=[C:4]([NH:9][CH:10]2[CH2:15][CH2:14][N:13]([C@H:16]3[CH2:21][CH2:20][C@H:19]([O:22][CH2:23][CH2:24][CH3:25])[CH2:18][CH2:17]3)[CH2:12][CH2:11]2)[CH:5]=[C:6]([CH3:8])[CH:7]=1.O.NN. Given the product [F:1][C:2]1[CH:7]=[C:6]([CH3:8])[CH:5]=[C:4]([NH:9][CH:10]2[CH2:15][CH2:14][N:13]([C@H:16]3[CH2:21][CH2:20][C@H:19]([O:22][CH2:23][CH2:24][CH3:25])[CH2:18][CH2:17]3)[CH2:12][CH2:11]2)[C:3]=1[NH2:26], predict the reactants needed to synthesize it. (7) Given the product [CH3:1][CH:2]([CH3:34])[C:3]([NH:5][C:6]1[CH:11]=[CH:10][CH:9]=[C:8]([CH:12]2[CH2:17][CH2:16][N:15]([CH2:18][CH2:19][CH2:20][C:21]3[C:43]4[C:38](=[CH:39][CH:40]=[CH:41][CH:42]=4)[N:36]([CH3:35])[C:22]=3[C:23]3[CH:28]=[CH:27][C:26]([C:29]([F:32])([F:31])[F:30])=[CH:25][CH:24]=3)[CH2:14][CH2:13]2)[CH:7]=1)=[O:4], predict the reactants needed to synthesize it. The reactants are: [CH3:1][CH:2]([CH3:34])[C:3]([NH:5][C:6]1[CH:11]=[CH:10][CH:9]=[C:8]([CH:12]2[CH2:17][CH2:16][N:15]([CH2:18][CH2:19][CH2:20][CH2:21][C:22](=O)[C:23]3[CH:28]=[CH:27][C:26]([C:29]([F:32])([F:31])[F:30])=[CH:25][CH:24]=3)[CH2:14][CH2:13]2)[CH:7]=1)=[O:4].[CH3:35][N:36]([C:38]1[CH:43]=[CH:42][CH:41]=[CH:40][CH:39]=1)N. (8) Given the product [C:1]([O:5][C:6](=[O:18])[NH:7][CH2:8][C:9]1[CH:14]=[C:13]([N:21]2[CH2:22][CH2:23][CH:24]([O:28][CH3:27])[CH2:25][CH2:26]2)[CH:12]=[C:11]([Cl:16])[C:10]=1[F:17])([CH3:4])([CH3:3])[CH3:2], predict the reactants needed to synthesize it. The reactants are: [C:1]([O:5][C:6](=[O:18])[NH:7][CH2:8][C:9]1[CH:14]=[C:13](Br)[CH:12]=[C:11]([Cl:16])[C:10]=1[F:17])([CH3:4])([CH3:3])[CH3:2].CO[N:21]1[CH2:26][CH2:25][CH2:24][CH2:23][CH2:22]1.[C:27](=O)([O-])[O-:28].[Cs+].[Cs+].C1(P(C2C=CC=CC=2)C2C3OC4C(=CC=CC=4P(C4C=CC=CC=4)C4C=CC=CC=4)C(C)(C)C=3C=CC=2)C=CC=CC=1. (9) The reactants are: [BH4-].[Na+].[CH2:3]([O:10][C:11]([NH:13][C@@H:14]([CH2:19][NH:20][C:21]([O:23][C:24]([CH3:27])([CH3:26])[CH3:25])=[O:22])[C:15](OC)=[O:16])=[O:12])[C:4]1[CH:9]=[CH:8][CH:7]=[CH:6][CH:5]=1.Cl. Given the product [CH2:3]([O:10][C:11]([NH:13][C@@H:14]([CH2:19][NH:20][C:21]([O:23][C:24]([CH3:27])([CH3:26])[CH3:25])=[O:22])[CH2:15][OH:16])=[O:12])[C:4]1[CH:5]=[CH:6][CH:7]=[CH:8][CH:9]=1, predict the reactants needed to synthesize it. (10) Given the product [CH:2]([CH:3]1[C:24]2=[CH:23][CH:22]=[CH:21][CH:20]=[C:19]2[CH2:25]1)=[CH2:1], predict the reactants needed to synthesize it. The reactants are: [C:1](OOC(=O)C1C=CC=CC=1)(=O)[C:2]1C=CC=C[CH:3]=1.[C:19]1([CH3:25])[CH:24]=[CH:23][CH:22]=[CH:21][CH:20]=1.